This data is from Full USPTO retrosynthesis dataset with 1.9M reactions from patents (1976-2016). The task is: Predict the reactants needed to synthesize the given product. (1) Given the product [CH2:18]([O:17][C:15]([C:14]1[CH:21]=[CH:22][C:11]([NH:9][C:1](=[O:8])[C:2]2[CH:7]=[CH:6][CH:5]=[CH:4][CH:3]=2)=[CH:12][CH:13]=1)=[O:16])[CH:19]=[CH2:20], predict the reactants needed to synthesize it. The reactants are: [C:1]([NH2:9])(=[O:8])[C:2]1[CH:7]=[CH:6][CH:5]=[CH:4][CH:3]=1.I[C:11]1[CH:22]=[CH:21][C:14]([C:15]([O:17][CH2:18][CH:19]=[CH2:20])=[O:16])=[CH:13][CH:12]=1. (2) Given the product [CH2:6]([O:8][C:9]([C:11]1[N:12]([S:21]([C:24]2[CH:25]=[CH:26][C:27]([CH3:30])=[CH:28][CH:29]=2)(=[O:23])=[O:22])[C:13]2[C:18]([CH:19]=1)=[CH:17][C:16]([O:20][CH2:4][CH:1]1[CH2:3][CH2:2]1)=[CH:15][CH:14]=2)=[O:10])[CH3:7], predict the reactants needed to synthesize it. The reactants are: [CH:1]1([CH2:4]Br)[CH2:3][CH2:2]1.[CH2:6]([O:8][C:9]([C:11]1[N:12]([S:21]([C:24]2[CH:29]=[CH:28][C:27]([CH3:30])=[CH:26][CH:25]=2)(=[O:23])=[O:22])[C:13]2[C:18]([CH:19]=1)=[CH:17][C:16]([OH:20])=[CH:15][CH:14]=2)=[O:10])[CH3:7].C(=O)([O-])[O-].[K+].[K+].C(OCC)(=O)C.